This data is from Full USPTO retrosynthesis dataset with 1.9M reactions from patents (1976-2016). The task is: Predict the reactants needed to synthesize the given product. (1) Given the product [C:19]([C:18]1[CH:21]=[CH:22][C:15]([N:6]2[CH:5]=[C:4]3[C:8]([C:9]([C:11]([NH2:13])=[O:12])=[CH:10][C:2]([F:1])=[CH:3]3)=[N:7]2)=[CH:16][CH:17]=1)#[N:20], predict the reactants needed to synthesize it. The reactants are: [F:1][C:2]1[CH:3]=[C:4]2[C:8](=[C:9]([C:11]([NH2:13])=[O:12])[CH:10]=1)[NH:7][N:6]=[CH:5]2.F[C:15]1[CH:22]=[CH:21][C:18]([C:19]#[N:20])=[CH:17][CH:16]=1. (2) The reactants are: [F:1][C:2]([F:7])([F:6])[C:3]([OH:5])=[O:4].[F:8][C:9]([F:14])([F:13])[C:10]([OH:12])=[O:11].[Cl:15][C:16]1[CH:17]=[N:18][C:19]2[NH:20][C:21]3[CH:22]=[N:23][CH:24]=[C:25]([CH:47]=3)[CH2:26][CH2:27][C:28]3[CH:36]=[C:32]([NH:33][C:34]=1[N:35]=2)[CH:31]=[CH:30][C:29]=3[NH:37][C:38](=[O:46])[CH2:39][CH:40]1[CH2:45][CH2:44][NH:43][CH2:42][CH2:41]1.[S:48]1[C:52]([C:53](O)=[O:54])=[CH:51][CH:50]=[N:49]1. Given the product [F:1][C:2]([F:7])([F:6])[C:3]([OH:5])=[O:4].[F:8][C:9]([F:14])([F:13])[C:10]([OH:12])=[O:11].[Cl:15][C:16]1[CH:17]=[N:18][C:19]2[NH:20][C:21]3[CH:22]=[N:23][CH:24]=[C:25]([CH:47]=3)[CH2:26][CH2:27][C:28]3[CH:36]=[C:32]([NH:33][C:34]=1[N:35]=2)[CH:31]=[CH:30][C:29]=3[NH:37][C:38](=[O:46])[CH2:39][CH:40]1[CH2:45][CH2:44][N:43]([C:53]([C:52]2[S:48][N:49]=[CH:50][CH:51]=2)=[O:54])[CH2:42][CH2:41]1, predict the reactants needed to synthesize it. (3) The reactants are: [Br:1][C:2]1[CH:3]=[C:4]([N+:9]([O-:11])=[O:10])[C:5](Cl)=[N:6][CH:7]=1.[NH:12]1[CH2:16][CH2:15][CH2:14][C@H:13]1[C:17]([O:19][CH2:20][CH3:21])=[O:18]. Given the product [Br:1][C:2]1[CH:3]=[C:4]([N+:9]([O-:11])=[O:10])[C:5]([N:12]2[CH2:16][CH2:15][CH2:14][C@H:13]2[C:17]([O:19][CH2:20][CH3:21])=[O:18])=[N:6][CH:7]=1, predict the reactants needed to synthesize it.